This data is from Peptide-MHC class I binding affinity with 185,985 pairs from IEDB/IMGT. The task is: Regression. Given a peptide amino acid sequence and an MHC pseudo amino acid sequence, predict their binding affinity value. This is MHC class I binding data. The peptide sequence is FIRYGDASL. The MHC is HLA-A03:01 with pseudo-sequence HLA-A03:01. The binding affinity (normalized) is 0.0847.